Task: Predict hERG channel inhibition at various concentrations.. Dataset: hERG Central: cardiac toxicity at 1µM, 10µM, and general inhibition (1) The compound is CC(CC1CC(C)(C)OC1=O)C(=O)Nc1ccc([N+](=O)[O-])cc1. Results: hERG_inhib (hERG inhibition (general)): blocker. (2) The drug is Cc1c(NC(=O)c2noc3c2CCc2ccccc2-3)c(=O)n(-c2ccccc2)n1C. Results: hERG_inhib (hERG inhibition (general)): blocker. (3) The molecule is COCc1c(C(=O)NCc2ccccc2CN2CCCC2)oc2ccccc12. Results: hERG_inhib (hERG inhibition (general)): blocker. (4) The drug is O=C(c1ccccc1)c1ccc(OCC(O)CN2CCN(Cc3ccccc3)CC2)cc1. Results: hERG_inhib (hERG inhibition (general)): blocker. (5) The molecule is COc1cc(C(=O)N[C@@H](Cc2c[nH]c3ccccc23)C(=O)O)cc(OC)c1OC. Results: hERG_inhib (hERG inhibition (general)): blocker. (6) The molecule is CCc1ccc(N2C(=O)NC(=O)C(CCc3ccncc3)(CCc3ccncc3)C2=O)cc1. Results: hERG_inhib (hERG inhibition (general)): blocker. (7) The drug is CN1CC(C(=O)c2ccc([N+](=O)[O-])cc2)C(c2ccc(Cl)cc2)C1. Results: hERG_inhib (hERG inhibition (general)): blocker. (8) The molecule is Cc1cccc(N2CCN(c3cc(C)nc4nnnn34)CC2C)c1. Results: hERG_inhib (hERG inhibition (general)): blocker. (9) The molecule is CN1CCCN(c2ccc([N+](=O)[O-])cc2)CC1. Results: hERG_inhib (hERG inhibition (general)): blocker.